Dataset: Catalyst prediction with 721,799 reactions and 888 catalyst types from USPTO. Task: Predict which catalyst facilitates the given reaction. Reactant: [CH:1]1[C:14]2[N:13]([CH2:15][CH2:16][O:17][C:18]3[CH:23]=[CH:22][C:21]([CH2:24][CH:25]([O:30][CH2:31][CH3:32])[C:26]([O:28]C)=[O:27])=[CH:20][CH:19]=3)[C:12]3[C:7](=[CH:8][CH:9]=[CH:10][CH:11]=3)[S:6][C:5]=2[CH:4]=[CH:3][CH:2]=1.[OH-].[Na+]. Product: [CH:1]1[C:14]2[N:13]([CH2:15][CH2:16][O:17][C:18]3[CH:19]=[CH:20][C:21]([CH2:24][CH:25]([O:30][CH2:31][CH3:32])[C:26]([OH:28])=[O:27])=[CH:22][CH:23]=3)[C:12]3[C:7](=[CH:8][CH:9]=[CH:10][CH:11]=3)[S:6][C:5]=2[CH:4]=[CH:3][CH:2]=1. The catalyst class is: 5.